From a dataset of Catalyst prediction with 721,799 reactions and 888 catalyst types from USPTO. Predict which catalyst facilitates the given reaction. (1) Reactant: [N:1]1[CH:6]=[CH:5][CH:4]=[CH:3][C:2]=1[C:7]1[S:11][C:10]([C:12]([O:14]C(C)(C)C)=[O:13])=[N:9][CH:8]=1.[C:19]([OH:25])([C:21]([F:24])([F:23])[F:22])=[O:20]. Product: [N:1]1[CH:6]=[CH:5][CH:4]=[CH:3][C:2]=1[C:7]1[S:11][C:10]([C:12]([OH:14])=[O:13])=[N:9][CH:8]=1.[C:19]([OH:25])([C:21]([F:24])([F:23])[F:22])=[O:20]. The catalyst class is: 2. (2) Reactant: [CH3:1][C:2]([N:43]1C(=O)C2C(=CC=CC=2)C1=O)([CH3:42])[CH:3]([O:23][CH2:24][CH2:25][CH2:26][CH2:27][CH2:28][CH2:29][CH2:30][CH2:31]/[CH:32]=[CH:33]\[CH2:34]/[CH:35]=[CH:36]\[CH2:37][CH2:38][CH2:39][CH2:40][CH3:41])[O:4][CH2:5][CH2:6][CH2:7][CH2:8][CH2:9][CH2:10][CH2:11][CH2:12]/[CH:13]=[CH:14]\[CH2:15]/[CH:16]=[CH:17]\[CH2:18][CH2:19][CH2:20][CH2:21][CH3:22].CNN. Product: [CH3:1][C:2]([NH2:43])([CH3:42])[CH:3]([O:4][CH2:5][CH2:6][CH2:7][CH2:8][CH2:9][CH2:10][CH2:11][CH2:12]/[CH:13]=[CH:14]\[CH2:15]/[CH:16]=[CH:17]\[CH2:18][CH2:19][CH2:20][CH2:21][CH3:22])[O:23][CH2:24][CH2:25][CH2:26][CH2:27][CH2:28][CH2:29][CH2:30][CH2:31]/[CH:32]=[CH:33]\[CH2:34]/[CH:35]=[CH:36]\[CH2:37][CH2:38][CH2:39][CH2:40][CH3:41]. The catalyst class is: 48. (3) Reactant: Cl.[N+:2]([C:5]1[CH:10]=[CH:9][C:8]([CH2:11][CH2:12][NH2:13])=[CH:7][CH:6]=1)([O-:4])=[O:3].C(N(CC)CC)C.[F:21][C:22]1[CH:23]=[C:24]([S:29](Cl)(=[O:31])=[O:30])[CH:25]=[CH:26][C:27]=1[CH3:28]. Product: [F:21][C:22]1[CH:23]=[C:24]([S:29]([NH:13][CH2:12][CH2:11][C:8]2[CH:7]=[CH:6][C:5]([N+:2]([O-:4])=[O:3])=[CH:10][CH:9]=2)(=[O:31])=[O:30])[CH:25]=[CH:26][C:27]=1[CH3:28]. The catalyst class is: 1.